Dataset: Catalyst prediction with 721,799 reactions and 888 catalyst types from USPTO. Task: Predict which catalyst facilitates the given reaction. (1) Product: [OH:8][CH:3]1[CH2:4][CH2:5][CH2:6][CH2:7][C:2]1([CH3:1])[C:9]([O:11][CH2:12][CH3:13])=[O:10]. The catalyst class is: 8. Reactant: [CH3:1][C:2]1([C:9]([O:11][CH2:12][CH3:13])=[O:10])[CH2:7][CH2:6][CH2:5][CH2:4][C:3]1=[O:8].[BH4-].[Na+]. (2) Reactant: [CH2:1]([O:8][C:9](=[O:48])[N:10]([CH2:17][C:18]1[CH:23]=[CH:22][C:21]([NH:24][C:25](=[O:47])[C:26]2[CH:31]=[CH:30][C:29]([CH2:32][N:33](C(OC(C)(C)C)=O)[CH2:34][C:35]3[NH:36][CH:37]=[CH:38][N:39]=3)=[CH:28][CH:27]=2)=[CH:20][CH:19]=1)[CH:11]1[CH2:16][CH2:15][CH2:14][CH2:13][CH2:12]1)[C:2]1[CH:7]=[CH:6][CH:5]=[CH:4][CH:3]=1.Cl.O1CCOCC1. Product: [CH2:1]([O:8][C:9](=[O:48])[N:10]([CH:11]1[CH2:12][CH2:13][CH2:14][CH2:15][CH2:16]1)[CH2:17][C:18]1[CH:19]=[CH:20][C:21]([NH:24][C:25](=[O:47])[C:26]2[CH:31]=[CH:30][C:29]([CH2:32][NH:33][CH2:34][C:35]3[NH:39][CH:38]=[CH:37][N:36]=3)=[CH:28][CH:27]=2)=[CH:22][CH:23]=1)[C:2]1[CH:7]=[CH:6][CH:5]=[CH:4][CH:3]=1. The catalyst class is: 5. (3) Reactant: [C:1]([CH2:7][C:8]#[N:9])(=O)[C:2]([CH3:5])([CH3:4])[CH3:3].[ClH:10].[C:11]1([CH3:19])[CH:16]=[CH:15][C:14]([NH:17][NH2:18])=[CH:13][CH:12]=1.CCCCCCC. Product: [ClH:10].[NH2:9][C:8]1[N:17]([C:14]2[CH:15]=[CH:16][C:11]([CH3:19])=[CH:12][CH:13]=2)[N:18]=[C:1]([C:2]([CH3:5])([CH3:4])[CH3:3])[CH:7]=1. The catalyst class is: 5. (4) Reactant: C(OC(=O)[NH:7][CH2:8][CH2:9][CH2:10][N:11]([CH:21]([C:24]1[N:29]([CH2:30][C:31]2[CH:36]=[CH:35][CH:34]=[CH:33][CH:32]=2)[C:28](=[O:37])[C:27]2=[CH:38][CH:39]=[C:40]([Cl:41])[N:26]2[N:25]=1)[CH2:22][CH3:23])[C:12](=[O:20])[C:13]1[CH:18]=[CH:17][C:16]([CH3:19])=[CH:15][CH:14]=1)(C)(C)C.Cl. Product: [ClH:41].[NH2:7][CH2:8][CH2:9][CH2:10][N:11]([CH:21]([C:24]1[N:29]([CH2:30][C:31]2[CH:36]=[CH:35][CH:34]=[CH:33][CH:32]=2)[C:28](=[O:37])[C:27]2=[CH:38][CH:39]=[C:40]([Cl:41])[N:26]2[N:25]=1)[CH2:22][CH3:23])[C:12](=[O:20])[C:13]1[CH:18]=[CH:17][C:16]([CH3:19])=[CH:15][CH:14]=1. The catalyst class is: 12. (5) Reactant: S(=O)(=O)(O)O.[C:6]([C:8]1[CH:9]=[C:10]([CH:23]=[CH:24][CH:25]=1)[C:11]([NH:13][C:14]1[C:19]([Cl:20])=[CH:18][N+:17]([O-:21])=[CH:16][C:15]=1[Cl:22])=[O:12])#[N:7].[CH3:26][O:27][C:28]1[C:36]2[O:35][C:34]([CH3:38])([CH3:37])[CH2:33][C:32]=2[CH:31]=[C:30]([CH:39](O)[CH:40]([CH3:42])[CH3:41])[CH:29]=1.C(O)(=O)C. Product: [Cl:22][C:15]1[CH:16]=[N+:17]([O-:21])[CH:18]=[C:19]([Cl:20])[C:14]=1[NH:13][C:11](=[O:12])[C:10]1[CH:23]=[CH:24][CH:25]=[C:8]([C:6]2[C:31]3[C:30](=[CH:29][C:28]([O:27][CH3:26])=[C:36]4[O:35][C:34]([CH3:38])([CH3:37])[CH2:33][C:32]4=3)[CH2:39][C:40]([CH3:42])([CH3:41])[N:7]=2)[CH:9]=1. The catalyst class is: 226. (6) Reactant: [OH:1][CH:2]([CH3:10])[C:3]([N:5]1[CH2:9][CH2:8][CH2:7][CH2:6]1)=[O:4].N1C=CN=C1.[Si:16](Cl)([C:19]([CH3:22])([CH3:21])[CH3:20])([CH3:18])[CH3:17]. Product: [C:19]([Si:16]([CH3:18])([CH3:17])[O:1][CH:2]([CH3:10])[C:3]([N:5]1[CH2:9][CH2:8][CH2:7][CH2:6]1)=[O:4])([CH3:22])([CH3:21])[CH3:20]. The catalyst class is: 239.